Task: Predict the reaction yield, written as a fraction of the theoretical maximum amount of product (1.0 means a 100% yield; for example, 0.34 means a 34% yield).. Dataset: Reaction yield outcomes from USPTO patents with 853,638 reactions (1) The reactants are C[O:2][C:3](=[O:23])[CH2:4][O:5][C:6]1[CH:11]=[CH:10][CH:9]=[C:8]([NH:12][C:13](=[O:22])[CH:14]=[CH:15][C:16]2[CH:21]=[CH:20][CH:19]=[CH:18][CH:17]=2)[CH:7]=1.[OH-].[Na+]. The catalyst is O1CCCC1.O. The product is [C:16]1([CH:15]=[CH:14][C:13]([NH:12][C:8]2[CH:7]=[C:6]([CH:11]=[CH:10][CH:9]=2)[O:5][CH2:4][C:3]([OH:23])=[O:2])=[O:22])[CH:17]=[CH:18][CH:19]=[CH:20][CH:21]=1. The yield is 0.920. (2) The reactants are ClN1C(=O)CCC1=O.[CH3:9][S:10][CH3:11].[CH:12]([O:15][C:16]1[CH:21]=[CH:20][C:19]([C:22]([N:24]2[CH2:41][CH2:40][C:27]3([C:32]4=[CH:33][CH:34]=C[N:31]4[C:30]4[CH:36]=[CH:37][CH:38]=[CH:39][C:29]=4[O:28]3)[CH2:26][CH2:25]2)=[O:23])=[CH:18][C:17]=1[CH3:42])([CH3:14])[CH3:13]. The catalyst is ClCCl.C1(C)C=CC=CC=1. The product is [CH:12]([O:15][C:16]1[CH:21]=[CH:20][C:19]([C:22]([N:24]2[CH2:41][CH2:40][C:27]3([O:28][C:29]4[CH:39]=[CH:38][CH:37]=[CH:36][C:30]=4[N:31]4[C:9]([S:10][CH3:11])=[CH:34][CH:33]=[C:32]34)[CH2:26][CH2:25]2)=[O:23])=[CH:18][C:17]=1[CH3:42])([CH3:14])[CH3:13]. The yield is 0.780. (3) The reactants are [NH2:1][CH:2]([C:6]1[N:15]([CH2:16][C:17]2[CH:22]=[CH:21][CH:20]=[CH:19][CH:18]=2)[C:14](=[O:23])[C:13]2[C:8](=[N:9][CH:10]=[CH:11][N:12]=2)[N:7]=1)[CH:3]([CH3:5])[CH3:4].[BH-](OC(C)=O)(OC(C)=O)OC(C)=O.[Na+].[C:38]([O:42][C:43](=[O:49])[NH:44][CH2:45][CH2:46][CH:47]=O)([CH3:41])([CH3:40])[CH3:39]. The catalyst is ClCCl. The product is [C:38]([O:42][C:43](=[O:49])[NH:44][CH2:45][CH2:46][CH2:47][NH:1][CH:2]([C:6]1[N:15]([CH2:16][C:17]2[CH:22]=[CH:21][CH:20]=[CH:19][CH:18]=2)[C:14](=[O:23])[C:13]2[C:8](=[N:9][CH:10]=[CH:11][N:12]=2)[N:7]=1)[CH:3]([CH3:5])[CH3:4])([CH3:41])([CH3:40])[CH3:39]. The yield is 0.980. (4) The reactants are [C:1]([OH:12])(=[O:11])[C:2]1[CH:10]=[CH:9][C:8]2[O:7][CH2:6][O:5][C:4]=2[CH:3]=1.[Li+].[CH3:14]CC[CH2-].IC. The catalyst is O1CCCC1. The product is [CH3:14][C:3]1[C:4]2[O:5][CH2:6][O:7][C:8]=2[CH:9]=[CH:10][C:2]=1[C:1]([OH:12])=[O:11]. The yield is 0.970. (5) The reactants are C([N:5]1C(=O)C(COS(C)(=O)=O)=CC(C2C=CC(C)=CC=2)=[N:6]1)C(C)C.C([O:27][C:28]([C:30](O)([CH2:36][C:37]([C:39]1[CH:44]=[CH:43][C:42]([C:45]([F:48])([F:47])[F:46])=[CH:41][CH:40]=1)=O)[C:31](OCC)=[O:32])=[O:29])C. No catalyst specified. The product is [C:28]([C:30]1[C:31](=[O:32])[NH:5][N:6]=[C:37]([C:39]2[CH:44]=[CH:43][C:42]([C:45]([F:48])([F:47])[F:46])=[CH:41][CH:40]=2)[CH:36]=1)([OH:27])=[O:29]. The yield is 0.914. (6) The reactants are C(OCCCOC1C=CNC(=S)C=1C)C.ClC[C:18]1[NH:19][C:20]2[CH:26]=[CH:25][CH:24]=[CH:23][C:21]=2[N:22]=1.[OH-].[Na+]. The catalyst is C(O)C. The product is [NH:19]1[C:20]2[CH:26]=[CH:25][CH:24]=[CH:23][C:21]=2[N:22]=[CH:18]1. The yield is 0.0290. (7) The reactants are [CH3:1][C:2]1[N:3]([CH2:12][C:13]2[CH:18]=[CH:17][C:16]([CH2:19][N:20]3[CH:24]=[C:23]([CH3:25])[CH:22]=[N:21]3)=[CH:15][CH:14]=2)[C:4]([CH3:11])=[CH:5][C:6]=1[C:7]([O:9]C)=[O:8].[OH-].[Li+]. The catalyst is O1CCCC1.CO.O. The product is [CH3:1][C:2]1[N:3]([CH2:12][C:13]2[CH:18]=[CH:17][C:16]([CH2:19][N:20]3[CH:24]=[C:23]([CH3:25])[CH:22]=[N:21]3)=[CH:15][CH:14]=2)[C:4]([CH3:11])=[CH:5][C:6]=1[C:7]([OH:9])=[O:8]. The yield is 0.900. (8) The reactants are O.O.[C:3]([O-:15])(=[O:14])[CH2:4][C:5]([CH2:10][C:11]([O-:13])=[O:12])([C:7]([O-:9])=[O:8])[OH:6].[Na+:16].[Na+].[Na+]. The catalyst is O. The product is [C:3]([O-:15])(=[O:14])[CH2:4][C:5]([CH2:10][C:11]([O-:13])=[O:12])([C:7]([O-:9])=[O:8])[OH:6].[Na+:16].[Na+:16].[Na+:16]. The yield is 0.0280. (9) The reactants are [CH:1]1[C:9]2[C:8]3[CH:10]=[CH:11][CH:12]=[CH:13][C:7]=3[O:6][C:5]=2[CH:4]=[CH:3][CH:2]=1.CC([O-])(C)C.[K+].[SiH](CC)(CC)CC. The catalyst is C1(C)C=C(C)C=C(C)C=1. The product is [C:9]1([C:8]2[CH:7]=[CH:13][CH:12]=[CH:11][CH:10]=2)[C:5]([OH:6])=[CH:4][CH:3]=[CH:2][CH:1]=1. The yield is 0.790.